Dataset: Forward reaction prediction with 1.9M reactions from USPTO patents (1976-2016). Task: Predict the product of the given reaction. (1) Given the reactants [F:1][CH:2]1[CH2:6][CH2:5][CH2:4][CH:3]1[C:7]([O:9]CC)=[O:8].[OH-].[Li+].O.Cl, predict the reaction product. The product is: [F:1][CH:2]1[CH2:6][CH2:5][CH2:4][CH:3]1[C:7]([OH:9])=[O:8]. (2) Given the reactants [N:1]1([C:5]2[C:15]3[CH2:14][CH2:13][NH:12][CH2:11][CH2:10][C:9]=3[CH:8]=[CH:7][C:6]=2[Cl:16])[CH2:4][CH2:3][CH2:2]1.[C:17]([OH:24])(=[O:23])[CH2:18][CH2:19][C:20]([OH:22])=[O:21], predict the reaction product. The product is: [C:17]([OH:24])(=[O:23])[CH2:18][CH2:19][C:20]([OH:22])=[O:21].[N:1]1([C:5]2[C:15]3[CH2:14][CH2:13][NH:12][CH2:11][CH2:10][C:9]=3[CH:8]=[CH:7][C:6]=2[Cl:16])[CH2:4][CH2:3][CH2:2]1. (3) Given the reactants [H-].[Na+].[Cl:3][C:4]1[C:5]([CH:16]=[O:17])=[CH:6][NH:7][C:8]=1[C:9]1[CH:14]=[CH:13][CH:12]=[CH:11][C:10]=1[F:15].C1OCCOCCOCCOCCOC1.Cl.[N:34]1[CH:39]=[CH:38][CH:37]=[C:36]([S:40](Cl)(=[O:42])=[O:41])[CH:35]=1, predict the reaction product. The product is: [Cl:3][C:4]1[C:5]([CH:16]=[O:17])=[CH:6][N:7]([S:40]([C:36]2[CH:35]=[N:34][CH:39]=[CH:38][CH:37]=2)(=[O:42])=[O:41])[C:8]=1[C:9]1[CH:14]=[CH:13][CH:12]=[CH:11][C:10]=1[F:15]. (4) Given the reactants [Br:1][C:2]1[C:7]([F:8])=[CH:6][C:5]([F:9])=[CH:4][C:3]=1[OH:10].[CH3:11]I, predict the reaction product. The product is: [Br:1][C:2]1[C:3]([O:10][CH3:11])=[CH:4][C:5]([F:9])=[CH:6][C:7]=1[F:8]. (5) Given the reactants N1C=CC=CC=1CO[C:9]1[N:14]=[C:13]([NH:15][CH2:16][C:17]2[CH:22]=[CH:21][C:20]([O:23][CH3:24])=[C:19]([Cl:25])[CH:18]=2)[C:12](C(O)=O)=[CH:11][N:10]=1.[OH:29][CH2:30]C1N=CC=CN=1.C[N:38]([C:40]1[CH:45]=[CH:44][CH:43]=[CH:42][N:41]=1)C.[OH2:46], predict the reaction product. The product is: [N:41]1[CH:42]=[CH:43][CH:44]=[N:38][C:40]=1[CH2:45][O:46][C:30]([C:9]1[N:14]=[C:13]([NH:15][CH2:16][C:17]2[CH:22]=[CH:21][C:20]([O:23][CH3:24])=[C:19]([Cl:25])[CH:18]=2)[CH:12]=[CH:11][N:10]=1)=[O:29]. (6) Given the reactants Br[C:2]1[CH:3]=[C:4]([CH:7]=[CH:8][C:9]=1[O:10][CH3:11])[CH:5]=[O:6].[S:12]1[CH:16]=[CH:15][CH:14]=[C:13]1B(O)O.C(COC)OC.C([O-])([O-])=O.[Na+].[Na+], predict the reaction product. The product is: [CH3:11][O:10][C:9]1[CH:8]=[CH:7][C:4]([CH:5]=[O:6])=[CH:3][C:2]=1[C:13]1[S:12][CH:16]=[CH:15][CH:14]=1. (7) Given the reactants [CH3:1][C:2]([CH3:4])=O.[NH:5]1[CH2:8][CH:7]([O:9][C:10]2[CH:11]=[CH:12][C:13]([O:16][C:17]3[CH:18]=[C:19]4[C:24](=[CH:25][CH:26]=3)[N:23]=[CH:22][N:21]=[C:20]4[NH:27][C:28]3[CH:32]=[CH:31][N:30]([CH3:33])[N:29]=3)=[N:14][CH:15]=2)[CH2:6]1.[OH-].[Na+], predict the reaction product. The product is: [CH:2]([N:5]1[CH2:6][CH:7]([O:9][C:10]2[CH:11]=[CH:12][C:13]([O:16][C:17]3[CH:18]=[C:19]4[C:24](=[CH:25][CH:26]=3)[N:23]=[CH:22][N:21]=[C:20]4[NH:27][C:28]3[CH:32]=[CH:31][N:30]([CH3:33])[N:29]=3)=[N:14][CH:15]=2)[CH2:8]1)([CH3:4])[CH3:1].